The task is: Predict the reactants needed to synthesize the given product.. This data is from Full USPTO retrosynthesis dataset with 1.9M reactions from patents (1976-2016). (1) Given the product [CH3:39][N:2]([CH3:1])[C:3]1[N:12]=[C:11]([NH:13][C@H:14]([C:16]2[CH:17]=[CH:18][C:19]([NH:22][C:23]([CH:25]3[CH2:26][CH2:27][NH:28][CH2:29][CH2:30]3)=[O:24])=[CH:20][CH:21]=2)[CH3:15])[C:10]2[C:5](=[CH:6][C:7]([CH3:38])=[CH:8][CH:9]=2)[N:4]=1, predict the reactants needed to synthesize it. The reactants are: [CH3:1][N:2]([CH3:39])[C:3]1[N:12]=[C:11]([NH:13][C@H:14]([C:16]2[CH:21]=[CH:20][C:19]([NH:22][C:23]([CH:25]3[CH2:30][CH2:29][N:28](C(OC(C)(C)C)=O)[CH2:27][CH2:26]3)=[O:24])=[CH:18][CH:17]=2)[CH3:15])[C:10]2[C:5](=[CH:6][C:7]([CH3:38])=[CH:8][CH:9]=2)[N:4]=1.FC(F)(F)C(O)=O. (2) Given the product [CH2:1]([O:8][C:9]1[CH:10]=[C:11]2[C:16](=[CH:17][CH:18]=1)[N:15]=[C:14]([CH2:19][CH:20]([CH3:22])[CH3:21])[C:13]([CH2:23][N:45]1[C:41](=[O:51])[C:42]3[C:43](=[CH:47][CH:48]=[CH:49][CH:50]=3)[C:44]1=[O:46])=[C:12]2[CH2:25][CH2:26][CH2:27][CH3:28])[C:2]1[CH:3]=[CH:4][CH:5]=[CH:6][CH:7]=1, predict the reactants needed to synthesize it. The reactants are: [CH2:1]([O:8][C:9]1[CH:10]=[C:11]2[C:16](=[CH:17][CH:18]=1)[N:15]=[C:14]([CH2:19][CH:20]([CH3:22])[CH3:21])[C:13]([CH2:23]O)=[C:12]2[CH2:25][CH2:26][CH2:27][CH3:28])[C:2]1[CH:7]=[CH:6][CH:5]=[CH:4][CH:3]=1.C(N(CC)CC)C.CS(Cl)(=O)=O.[C:41]1(=[O:51])[NH:45][C:44](=[O:46])[C:43]2=[CH:47][CH:48]=[CH:49][CH:50]=[C:42]12.[K]. (3) Given the product [NH2:1][C:2]1[N:7]=[C:6]([NH:10][CH2:11][CH2:12][C:13]([NH:15][C:16]2[CH:17]=[C:18]3[C:23](=[CH:24][CH:25]=2)[N:22]=[C:21]([CH3:26])[CH:20]=[C:19]3[NH2:27])=[O:14])[CH:5]=[C:4]([CH3:9])[N:3]=1, predict the reactants needed to synthesize it. The reactants are: [NH2:1][C:2]1[N:7]=[C:6](Cl)[CH:5]=[C:4]([CH3:9])[N:3]=1.[NH2:10][CH2:11][CH2:12][C:13]([NH:15][C:16]1[CH:17]=[C:18]2[C:23](=[CH:24][CH:25]=1)[N:22]=[C:21]([CH3:26])[CH:20]=[C:19]2[NH2:27])=[O:14].C(N(C(C)C)CC)(C)C. (4) Given the product [CH2:18]([N:17]1[CH2:16][C:15]2[C:10](=[CH:11][CH:12]=[C:13]([O:21][C:22]3[CH:27]=[CH:26][CH:25]=[C:24]([NH:28][CH2:29][C:30]4[C:31]([CH3:38])=[CH:32][C:33]([CH3:37])=[CH:34][C:35]=4[CH3:36])[CH:23]=3)[CH:14]=2)[N:9]=[C:8]1[NH2:7])[CH2:19][CH3:20], predict the reactants needed to synthesize it. The reactants are: C(OC(=O)[NH:7][C:8]1[N:17]([CH2:18][CH2:19][CH3:20])[CH2:16][C:15]2[C:10](=[CH:11][CH:12]=[C:13]([O:21][C:22]3[CH:27]=[CH:26][CH:25]=[C:24]([NH:28][CH2:29][C:30]4[C:35]([CH3:36])=[CH:34][C:33]([CH3:37])=[CH:32][C:31]=4[CH3:38])[CH:23]=3)[CH:14]=2)[N:9]=1)(C)(C)C. (5) Given the product [F:15][C:14]([F:16])([F:17])[CH:13]([C:18]([F:19])([F:21])[F:20])[CH2:12][NH:11][C:9]([CH3:10])=[CH:5][C:4]([O:3][CH2:2][CH3:1])=[O:22], predict the reactants needed to synthesize it. The reactants are: [CH3:1][C:2]1(C)OC(=O)[C:5](=[C:9]([NH:11][CH2:12][CH:13]([C:18]([F:21])([F:20])[F:19])[C:14]([F:17])([F:16])[F:15])[CH3:10])[C:4](=[O:22])[O:3]1.CC[O-].[Na+]. (6) Given the product [CH2:1]([C:3]1[CH:8]=[C:7]([C:9]2[O:13][N:12]=[C:11]([C:14]3[CH:15]=[CH:16][C:17]([CH2:20][N:21]4[CH:25]=[CH:24][C:23]([C:26]([O-:28])=[O:27])=[N:22]4)=[CH:18][CH:19]=3)[N:10]=2)[CH:6]=[CH:5][C:4]=1[C:30]1[CH:35]=[CH:34][CH:33]=[CH:32][C:31]=1[F:36])[CH3:2].[Na+:38], predict the reactants needed to synthesize it. The reactants are: [CH2:1]([C:3]1[CH:8]=[C:7]([C:9]2[O:13][N:12]=[C:11]([C:14]3[CH:19]=[CH:18][C:17]([CH2:20][N:21]4[CH:25]=[CH:24][C:23]([C:26]([O:28]C)=[O:27])=[N:22]4)=[CH:16][CH:15]=3)[N:10]=2)[CH:6]=[CH:5][C:4]=1[C:30]1[CH:35]=[CH:34][CH:33]=[CH:32][C:31]=1[F:36])[CH3:2].[OH-].[Na+:38]. (7) Given the product [Cl:8][C:9]1[CH:10]=[CH:11][C:12]([NH:15][C:16](=[O:28])[NH:17][C@H:18]([C:22]2[CH:27]=[CH:26][CH:25]=[CH:24][CH:23]=2)[C:19]([NH:29][C:30]2[CH:35]=[CH:34][C:33]([N:36]3[CH2:40][CH2:39][CH2:38][C:37]3=[S:41])=[C:32]([CH3:42])[CH:31]=2)=[O:21])=[CH:13][CH:14]=1, predict the reactants needed to synthesize it. The reactants are: CN1CCOCC1.[Cl:8][C:9]1[CH:14]=[CH:13][C:12]([NH:15][C:16](=[O:28])[NH:17][C@H:18]([C:22]2[CH:27]=[CH:26][CH:25]=[CH:24][CH:23]=2)[C:19]([OH:21])=O)=[CH:11][CH:10]=1.[NH2:29][C:30]1[CH:35]=[CH:34][C:33]([N:36]2[CH2:40][CH2:39][CH2:38][C:37]2=[S:41])=[C:32]([CH3:42])[CH:31]=1.Cl.CN(C)CCCN=C=NCC.O.OC1C2N=NNC=2C=CC=1.C(=O)([O-])O.[Na+]. (8) Given the product [C:1]([C:4]1[CH:27]=[CH:26][C:7]([O:8][CH2:9][C:10]2[CH:15]=[CH:14][C:13]([CH2:16][C:17]3[CH:18]=[C:19]([CH:22]=[CH:23][CH:24]=3)[C:20]#[N:21])=[CH:12][CH:11]=2)=[C:6]([C:28]([F:30])([F:31])[F:29])[C:5]=1[OH:32])(=[O:3])[CH3:2], predict the reactants needed to synthesize it. The reactants are: [C:1]([C:4]1[CH:27]=[CH:26][C:7]([O:8][CH2:9][C:10]2[CH:15]=[CH:14][C:13]([CH:16](O)[C:17]3[CH:18]=[C:19]([CH:22]=[CH:23][CH:24]=3)[C:20]#[N:21])=[CH:12][CH:11]=2)=[C:6]([C:28]([F:31])([F:30])[F:29])[C:5]=1[OH:32])(=[O:3])[CH3:2].[SiH](CC)(CC)CC.B(F)(F)F. (9) Given the product [CH3:1][O:2][C:3]1[CH:4]=[C:5]([NH:11][C:12]2[C:13]3[N:39]=[CH:38][S:37][C:14]=3[N:15]=[C:16]([N:18]3[CH2:22][CH2:21][CH:20]([NH:23][C:24]([C:26]4[CH:35]=[CH:34][C:29]([C:30]([OH:32])=[O:31])=[C:28]([OH:36])[CH:27]=4)=[O:25])[CH2:19]3)[N:17]=2)[CH:6]=[CH:7][C:8]=1[O:9][CH3:10], predict the reactants needed to synthesize it. The reactants are: [CH3:1][O:2][C:3]1[CH:4]=[C:5]([NH:11][C:12]2[C:13]3[N:39]=[CH:38][S:37][C:14]=3[N:15]=[C:16]([N:18]3[CH2:22][CH2:21][CH:20]([NH:23][C:24]([C:26]4[CH:35]=[CH:34][C:29]([C:30]([O:32]C)=[O:31])=[C:28]([OH:36])[CH:27]=4)=[O:25])[CH2:19]3)[N:17]=2)[CH:6]=[CH:7][C:8]=1[O:9][CH3:10].[OH-].[Na+].